This data is from Forward reaction prediction with 1.9M reactions from USPTO patents (1976-2016). The task is: Predict the product of the given reaction. (1) Given the reactants [CH3:1][C:2](=[CH2:4])[CH3:3], predict the reaction product. The product is: [CH3:4][C:2]([CH2:3][C:2]([CH3:4])([CH3:3])[CH3:1])=[CH2:1].[CH3:4][C:2]([CH3:3])=[CH:1][C:2]([CH2:3][C:2]([CH3:4])([CH3:3])[CH3:1])([CH3:1])[CH3:4]. (2) Given the reactants [CH3:1][C:2]([O:4][C@H:5]1[C:14]2[C@@:15]3([CH3:30])[C@@H:26]([CH2:27][O:28][CH3:29])[O:25][C:23](=[O:24])[C:17]4=[CH:18][O:19][C:20]([C:21](=[O:22])[C:13]=2[C@@H:8]2[CH2:9][CH2:10][C@H:11]([OH:12])[C@@:7]2([CH3:31])[CH2:6]1)=[C:16]34)=[O:3].C(N(CC)CC)C.[NH:39]1[CH2:47][CH2:46][CH:42]([C:43]([OH:45])=[O:44])[CH2:41][CH2:40]1, predict the reaction product. The product is: [C:2]([O:4][CH:5]1[C:14]2[C:15]3([CH3:30])[C:16]([C:17](=[CH:18][N:39]4[CH2:47][CH2:46][CH:42]([C:43]([OH:45])=[O:44])[CH2:41][CH2:40]4)[C:23](=[O:24])[O:25][CH:26]3[CH2:27][O:28][CH3:29])=[C:20]([OH:19])[C:21](=[O:22])[C:13]=2[CH:8]2[C:7]([CH3:31])([CH:11]([OH:12])[CH2:10][CH2:9]2)[CH2:6]1)(=[O:3])[CH3:1]. (3) Given the reactants [NH:1]1[CH:5]=[CH:4][C:3]([NH2:6])=[N:2]1.[C:7](OCC)(=[O:14])[CH2:8][C:9](OCC)=[O:10].CC[O-].[Na+], predict the reaction product. The product is: [N:1]1[N:2]2[C:7]([OH:14])=[CH:8][C:9]([OH:10])=[N:6][C:3]2=[CH:4][CH:5]=1. (4) Given the reactants Cl.[CH2:2]([N:4]([CH2:8][CH3:9])[CH2:5][CH2:6][SH:7])[CH3:3].[OH-].[Na+].[Cl:12][CH2:13][CH2:14][N:15]([CH2:39][CH2:40][Cl:41])[P:16]([N:32]([CH2:36][CH2:37][Cl:38])[CH2:33][CH2:34][Cl:35])(=[O:31])[O:17][CH2:18][CH2:19]OS(C1C=CC(Br)=CC=1)(=O)=O, predict the reaction product. The product is: [Cl:41][CH2:40][CH2:39][N:15]([CH2:14][CH2:13][Cl:12])[P:16]([N:32]([CH2:36][CH2:37][Cl:38])[CH2:33][CH2:34][Cl:35])(=[O:31])[O:17][CH2:18][CH2:19][S:7][CH2:6][CH2:5][N:4]([CH2:8][CH3:9])[CH2:2][CH3:3]. (5) Given the reactants [CH2:1]([OH:7])[CH2:2]/[CH:3]=[CH:4]\[CH2:5][CH3:6].C(N(CC)CC)C.[CH3:15][S:16](Cl)(=[O:18])=[O:17], predict the reaction product. The product is: [CH3:15][S:16]([O:7][CH2:1][CH2:2]/[CH:3]=[CH:4]\[CH2:5][CH3:6])(=[O:18])=[O:17]. (6) Given the reactants [CH2:1]([O:3][C:4]([C:6]1[N:11]2[N:12]=[C:13]([NH2:15])[N:14]=[C:10]2[CH:9]=[C:8]([Br:16])[CH:7]=1)=[O:5])[CH3:2].[CH2:17]([N:19]=[C:20]=[O:21])[CH3:18], predict the reaction product. The product is: [CH2:1]([O:3][C:4]([C:6]1[N:11]2[N:12]=[C:13]([NH:15][C:20]([NH:19][CH2:17][CH3:18])=[O:21])[N:14]=[C:10]2[CH:9]=[C:8]([Br:16])[CH:7]=1)=[O:5])[CH3:2]. (7) Given the reactants [CH2:1]([N:3]1[CH2:8][CH:7]([C:9]2[CH:14]=[CH:13][C:12]([NH2:15])=[C:11]([N:16]3[CH2:21][CH2:20][CH:19]([CH3:22])[CH2:18][CH2:17]3)[CH:10]=2)[CH2:6][N:5]([CH2:23][CH3:24])[S:4]1(=[O:26])=[O:25])[CH3:2].[K+].[CH3:28][C:29]1[N:33](COCC[Si](C)(C)C)[C:32]([C:42]([O-])=[O:43])=[N:31][CH:30]=1, predict the reaction product. The product is: [CH2:23]([N:5]1[CH2:6][CH:7]([C:9]2[CH:14]=[CH:13][C:12]([NH:15][C:42]([C:32]3[NH:31][CH:30]=[C:29]([CH3:28])[N:33]=3)=[O:43])=[C:11]([N:16]3[CH2:17][CH2:18][CH:19]([CH3:22])[CH2:20][CH2:21]3)[CH:10]=2)[CH2:8][N:3]([CH2:1][CH3:2])[S:4]1(=[O:26])=[O:25])[CH3:24]. (8) Given the reactants [Cl:1][C:2]1[N:3]=[CH:4][C:5]2[C:10]([CH:11]=1)=[CH:9][CH:8]=[CH:7][C:6]=2[C:12]([OH:14])=[O:13].S(Cl)(Cl)=O.[CH3:19]O, predict the reaction product. The product is: [Cl:1][C:2]1[N:3]=[CH:4][C:5]2[C:10]([CH:11]=1)=[CH:9][CH:8]=[CH:7][C:6]=2[C:12]([O:14][CH3:19])=[O:13].